Dataset: Full USPTO retrosynthesis dataset with 1.9M reactions from patents (1976-2016). Task: Predict the reactants needed to synthesize the given product. (1) Given the product [CH2:44]([O:43][C:41]([NH:2][CH2:1][CH2:3][CH2:4][CH2:5][C:6]1[CH:7]=[C:8]([C:12]2[CH:13]=[CH:14][C:15]([CH2:18][OH:19])=[CH:16][CH:17]=2)[CH:9]=[CH:10][CH:11]=1)=[O:42])[C:45]1[CH:50]=[CH:49][CH:48]=[CH:47][CH:46]=1, predict the reactants needed to synthesize it. The reactants are: [C:1]([CH2:3][CH2:4][CH2:5][C:6]1[CH:7]=[C:8]([C:12]2[CH:17]=[CH:16][C:15]([CH2:18][OH:19])=[CH:14][CH:13]=2)[CH:9]=[CH:10][CH:11]=1)#[N:2].N1C=CN=C1.Cl[Si](C(C)C)(C(C)C)C(C)C.C(=O)([O-])O.[Na+].[C:41](ON1C(=O)CCC1=O)([O:43][CH2:44][C:45]1[CH:50]=[CH:49][CH:48]=[CH:47][CH:46]=1)=[O:42]. (2) Given the product [CH3:20][C:12]1[CH:17]=[CH:16][C:15]([CH:18]=[N:9][NH:8][C:6](=[O:7])[C:5]2[CH:10]=[CH:11][C:2]([OH:1])=[CH:3][CH:4]=2)=[CH:14][CH:13]=1, predict the reactants needed to synthesize it. The reactants are: [OH:1][C:2]1[CH:11]=[CH:10][C:5]([C:6]([NH:8][NH2:9])=[O:7])=[CH:4][CH:3]=1.[C:12]1([CH3:20])[CH:17]=[CH:16][C:15]([CH:18]=O)=[CH:14][CH:13]=1. (3) Given the product [O:24]=[C:15]1[C:23]2[C:18](=[CH:19][CH:20]=[CH:21][CH:22]=2)[CH2:17][N:16]1[C:2]1[CH:7]=[CH:6][CH:5]=[CH:4][C:3]=1/[CH:8]=[CH:9]/[C:10]([O:12][CH2:13][CH3:14])=[O:11], predict the reactants needed to synthesize it. The reactants are: Br[C:2]1[CH:7]=[CH:6][CH:5]=[CH:4][C:3]=1/[CH:8]=[CH:9]/[C:10]([O:12][CH2:13][CH3:14])=[O:11].[C:15]1(=[O:24])[C:23]2[C:18](=[CH:19][CH:20]=[CH:21][CH:22]=2)[CH2:17][NH:16]1.[O-]P([O-])([O-])=O.[K+].[K+].[K+].CN[C@@H]1CCCC[C@H]1NC. (4) The reactants are: [NH2:1][C:2]1[CH:22]=[CH:21][C:5]([CH2:6][N:7]([CH:15]2[CH2:20][CH2:19][CH2:18][CH2:17][CH2:16]2)[C:8]([C:10]2[O:11][CH:12]=[CH:13][CH:14]=2)=[O:9])=[CH:4][CH:3]=1.C(OC([NH:30][CH2:31][CH2:32][CH2:33][C@H:34]([NH:38][C:39]([O:41][CH2:42][CH:43]1[C:55]2[CH:54]=[CH:53][CH:52]=[CH:51][C:50]=2[C:49]2[C:44]1=[CH:45][CH:46]=[CH:47][CH:48]=2)=[O:40])[C:35](O)=[O:36])=O)(C)(C)C. Given the product [CH:45]1[C:44]2[CH:43]([CH2:42][O:41][C:39](=[O:40])[NH:38][C@H:34]([C:35](=[O:36])[NH:1][C:2]3[CH:3]=[CH:4][C:5]([CH2:6][N:7]([CH:15]4[CH2:20][CH2:19][CH2:18][CH2:17][CH2:16]4)[C:8]([C:10]4[O:11][CH:12]=[CH:13][CH:14]=4)=[O:9])=[CH:21][CH:22]=3)[CH2:33][CH2:32][CH2:31][NH2:30])[C:55]3[C:50](=[CH:51][CH:52]=[CH:53][CH:54]=3)[C:49]=2[CH:48]=[CH:47][CH:46]=1, predict the reactants needed to synthesize it. (5) Given the product [CH3:10][O:11][C:12]1[CH:13]=[C:14]([CH:15]=[CH:16][CH:17]=1)[O:18][CH:2]([CH2:6][CH2:7][CH2:8][CH3:9])[C:3]([OH:5])=[O:4].[CH3:10][O:11][C:12]1[CH:13]=[C:14]([CH:15]=[CH:16][CH:17]=1)[O:18][CH:2]([CH2:6][CH2:7][CH2:8][CH3:9])[C:3]([NH:19][C:20]1[S:21][CH:22]=[CH:23][N:24]=1)=[O:5], predict the reactants needed to synthesize it. The reactants are: Br[CH:2]([CH2:6][CH2:7][CH2:8][CH3:9])[C:3]([OH:5])=[O:4].[CH3:10][O:11][C:12]1[CH:13]=[C:14]([OH:18])[CH:15]=[CH:16][CH:17]=1.[NH2:19][C:20]1[S:21][CH:22]=[CH:23][N:24]=1. (6) Given the product [F:29][C:30]1[CH:37]=[C:34]([CH2:35][NH:2][CH:3]2[CH2:4][CH2:5][N:6]([CH2:9][CH2:10][N:11]3[C:20]4[C:15](=[N:16][CH:17]=[C:18]([O:21][CH3:22])[CH:19]=4)[CH:14]=[CH:13][C:12]3=[O:23])[CH2:7][CH2:8]2)[CH:33]=[N:32][C:31]=1[O:38][CH3:39], predict the reactants needed to synthesize it. The reactants are: Cl.[NH2:2][CH:3]1[CH2:8][CH2:7][N:6]([CH2:9][CH2:10][N:11]2[C:20]3[C:15](=[N:16][CH:17]=[C:18]([O:21][CH3:22])[CH:19]=3)[CH:14]=[CH:13][C:12]2=[O:23])[CH2:5][CH2:4]1.C[O-].[Na+].CO.[F:29][C:30]1[C:31]([O:38][CH3:39])=[N:32][CH:33]=[C:34]([CH:37]=1)[CH:35]=O.C([BH3-])#N.[Na+].C(=O)([O-])O.[Na+]. (7) Given the product [CH2:14]([N:13]1[C:12](=[O:21])[C:11](=[C:22]2[N:26]([CH3:27])[C:25]3[CH:28]=[CH:29][CH:30]=[CH:31][C:24]=3[S:23]2)[S:10][C:9]1=[N:8][C:4]1[CH:3]=[C:2]([NH:1][C:37](=[O:38])[CH2:36][N:34]([CH3:35])[CH3:33])[CH:7]=[CH:6][CH:5]=1)[C:15]1[CH:20]=[CH:19][CH:18]=[CH:17][CH:16]=1, predict the reactants needed to synthesize it. The reactants are: [NH2:1][C:2]1[CH:3]=[C:4]([N:8]=[C:9]2[N:13]([CH2:14][C:15]3[CH:20]=[CH:19][CH:18]=[CH:17][CH:16]=3)[C:12](=[O:21])[C:11](=[C:22]3[N:26]([CH3:27])[C:25]4[CH:28]=[CH:29][CH:30]=[CH:31][C:24]=4[S:23]3)[S:10]2)[CH:5]=[CH:6][CH:7]=1.Cl.[CH3:33][N:34]([CH2:36][C:37](Cl)=[O:38])[CH3:35].